This data is from Forward reaction prediction with 1.9M reactions from USPTO patents (1976-2016). The task is: Predict the product of the given reaction. (1) Given the reactants Cl[C:2]1[N:7]=[C:6]([C:8]([F:11])([F:10])[F:9])[CH:5]=[C:4]([C:12]2[CH:17]=[CH:16][C:15]([C:18]([F:21])([F:20])[F:19])=[CH:14][CH:13]=2)[N:3]=1.[NH:22]1[CH:26]=[N:25][C:24]([C:27]2[CH:32]=[CH:31][N:30]=[CH:29][CH:28]=2)=[N:23]1, predict the reaction product. The product is: [N:30]1[CH:29]=[CH:28][C:27]([C:24]2[N:25]=[CH:26][N:22]([C:2]3[N:7]=[C:6]([C:8]([F:11])([F:10])[F:9])[CH:5]=[C:4]([C:12]4[CH:17]=[CH:16][C:15]([C:18]([F:21])([F:20])[F:19])=[CH:14][CH:13]=4)[N:3]=3)[N:23]=2)=[CH:32][CH:31]=1. (2) Given the reactants [N:1]1[C:6]2[NH:7][CH:8](N(CCCl)C)[C:9]3[CH:15]=[CH:14][CH:13]=[CH:12][C:10]=3[CH2:11][C:5]=2[CH:4]=[CH:3][CH:2]=1.[C:21]([O-])([O-])=O.[K+].[K+].[CH3:27][N:28]([CH:30]=O)[CH3:29], predict the reaction product. The product is: [CH3:29][N:28]1[CH2:27][CH:8]2[N:7]([C:6]3[N:1]=[CH:2][CH:3]=[CH:4][C:5]=3[CH2:11][C:10]3[CH:12]=[CH:13][CH:14]=[CH:15][C:9]=32)[CH2:21][CH2:30]1. (3) Given the reactants [F:1][C:2]([F:30])([C:20]1[CH:25]=[CH:24][C:23]([C:26]([F:29])([F:28])[F:27])=[CH:22][CH:21]=1)[CH2:3][N:4]1[CH2:9][CH2:8][CH:7]([NH:10][C:11]2[C:12]3[CH:19]=[CH:18][NH:17][C:13]=3[N:14]=[CH:15][N:16]=2)[CH2:6][CH2:5]1.[CH3:31][S:32]([OH:35])(=[O:34])=[O:33], predict the reaction product. The product is: [CH3:31][S:32]([OH:35])(=[O:34])=[O:33].[F:30][C:2]([F:1])([C:20]1[CH:25]=[CH:24][C:23]([C:26]([F:27])([F:28])[F:29])=[CH:22][CH:21]=1)[CH2:3][N:4]1[CH2:5][CH2:6][CH:7]([NH:10][C:11]2[C:12]3[CH:19]=[CH:18][NH:17][C:13]=3[N:14]=[CH:15][N:16]=2)[CH2:8][CH2:9]1. (4) Given the reactants [CH3:1][O:2][C:3]1[CH:4]=[C:5]([CH:27]=[CH:28][C:29]=1[N:30]1[CH:34]=[C:33]([CH3:35])[N:32]=[CH:31]1)/[CH:6]=[C:7]1/[C:8](=[O:26])[N:9]2[C@@H:14]([CH2:15][CH2:16]/1)[CH2:13][CH2:12][CH2:11][C@H:10]2[C:17]1[CH:25]=[CH:24][C:20](C(O)=O)=[CH:19][CH:18]=1.C1(P([N:50]=[N+]=[N-])(C2C=CC=CC=2)=O)C=CC=CC=1.C(N(CC)CC)C, predict the reaction product. The product is: [NH2:50][C:20]1[CH:19]=[CH:18][C:17]([C@@H:10]2[CH2:11][CH2:12][CH2:13][C@H:14]3[N:9]2[C:8](=[O:26])/[C:7](=[CH:6]/[C:5]2[CH:27]=[CH:28][C:29]([N:30]4[CH:34]=[C:33]([CH3:35])[N:32]=[CH:31]4)=[C:3]([O:2][CH3:1])[CH:4]=2)/[CH2:16][CH2:15]3)=[CH:25][CH:24]=1. (5) Given the reactants [CH:1]1([C:4]2[CH:5]=[C:6]([CH:28]=[C:29]([O:32][CH2:33][CH3:34])[C:30]=2I)[CH2:7][N:8]2[CH2:11][C:10]3([CH2:15][C:14]([N:16]4[CH2:21][CH2:20][C:19]([CH3:27])([C:22]([O:24]CC)=[O:23])[CH2:18][CH2:17]4)=[N:13][O:12]3)[CH2:9]2)[CH2:3][CH2:2]1.[F:35][C:36]1[CH:41]=[CH:40][C:39](B(O)O)=[CH:38][C:37]=1[CH3:45], predict the reaction product. The product is: [CH:1]1([C:4]2[CH:5]=[C:6]([CH2:7][N:8]3[CH2:9][C:10]4([CH2:15][C:14]([N:16]5[CH2:21][CH2:20][C:19]([CH3:27])([C:22]([OH:24])=[O:23])[CH2:18][CH2:17]5)=[N:13][O:12]4)[CH2:11]3)[CH:28]=[C:29]([O:32][CH2:33][CH3:34])[C:30]=2[C:39]2[CH:40]=[CH:41][C:36]([F:35])=[C:37]([CH3:45])[CH:38]=2)[CH2:3][CH2:2]1. (6) Given the reactants C1(N[C:8]2[N:9]([C:17]3[CH:22]=[CH:21][CH:20]=[CH:19][CH:18]=3)[N:10]=[C:11]3[C:16]=2[CH:15]=[CH:14][CH:13]=[CH:12]3)CCCCC1.[C:23]1([CH2:29][C:30](Cl)=[O:31])[CH:28]=[CH:27][CH:26]=[CH:25][CH:24]=1, predict the reaction product. The product is: [CH:17]1([NH:9][C:30](=[O:31])[CH:29]([C:23]2[CH:28]=[CH:27][CH:26]=[CH:25][CH:24]=2)[C:8]2[N:9]([C:17]3[CH:18]=[CH:19][CH:20]=[CH:21][CH:22]=3)[N:10]=[C:11]3[C:16]=2[CH:15]=[CH:14][CH:13]=[CH:12]3)[CH2:22][CH2:21][CH2:20][CH2:19][CH2:18]1. (7) Given the reactants [NH2:1][C:2]1[CH:7]=[CH:6][C:5]([N:8]2[C:16](=[O:17])[CH:11]3[CH2:12][CH2:13][CH2:14][CH2:15][N:10]3[C:9]2=[O:18])=[C:4]([O:19][CH3:20])[CH:3]=1.CCN(C(C)C)C(C)C.Cl.[N:31]1[CH:36]=[CH:35][CH:34]=[CH:33][C:32]=1[CH2:37]Cl.CN(C=[O:43])C, predict the reaction product. The product is: [O:17]=[C:16]1[CH:11]2[CH2:12][CH2:13][CH2:14][CH2:15][N:10]2[C:9](=[O:18])[N:8]1[C:5]1[CH:6]=[CH:7][C:2]([NH:1][C:37](=[O:43])[C:32]2[CH:33]=[CH:34][CH:35]=[CH:36][N:31]=2)=[CH:3][C:4]=1[O:19][CH3:20]. (8) Given the reactants FC1C=C(C2C=C(F)C=CC=2OC)C=CC=1C(N[S:11]([C:14]1[C:15]([C:20]([F:23])([F:22])[F:21])=[N:16][N:17]([CH3:19])[CH:18]=1)(=[O:13])=[O:12])C.[Cl:33][C:34]1[CH:35]=[C:36]([C:42]2[CH:47]=[CH:46][C:45]([C@H:48]([NH2:50])[CH3:49])=[C:44]([O:51][CH3:52])[CH:43]=2)[C:37]([O:40][CH3:41])=[N:38][CH:39]=1, predict the reaction product. The product is: [Cl:33][C:34]1[CH:35]=[C:36]([C:42]2[CH:47]=[CH:46][C:45]([C@H:48]([NH:50][S:11]([C:14]3[C:15]([C:20]([F:23])([F:21])[F:22])=[N:16][N:17]([CH3:19])[CH:18]=3)(=[O:13])=[O:12])[CH3:49])=[C:44]([O:51][CH3:52])[CH:43]=2)[C:37]([O:40][CH3:41])=[N:38][CH:39]=1.